Dataset: Full USPTO retrosynthesis dataset with 1.9M reactions from patents (1976-2016). Task: Predict the reactants needed to synthesize the given product. (1) Given the product [C:45]([C:49]1[CH:50]=[C:51]([CH:55]=[C:56]([CH2:58][N:59]2[CH2:60][CH2:61][CH2:62][CH2:63]2)[CH:57]=1)[C:52]([NH:31][C:30]1[CH:32]=[CH:33][C:34]([CH3:35])=[C:28]([N:27]2[C:22]3[N:23]([N:24]=[C:20]([C:18]4[CH:17]=[N:16][N:15]([CH2:14][C:13]5[CH:12]=[CH:11][C:10]([O:9][CH3:8])=[CH:37][CH:36]=5)[CH:19]=4)[CH:21]=3)[CH:25]=[CH:26]2)[CH:29]=1)=[O:53])([CH3:48])([CH3:46])[CH3:47], predict the reactants needed to synthesize it. The reactants are: FC(F)(F)C(O)=O.[CH3:8][O:9][C:10]1[CH:37]=[CH:36][C:13]([CH2:14][N:15]2[CH:19]=[C:18]([C:20]3[CH:21]=[C:22]4[N:27]([C:28]5[CH:29]=[C:30]([CH:32]=[CH:33][C:34]=5[CH3:35])[NH2:31])[CH:26]=[CH:25][N:23]4[N:24]=3)[CH:17]=[N:16]2)=[CH:12][CH:11]=1.FC(F)(F)C(O)=O.[C:45]([C:49]1[CH:50]=[C:51]([CH:55]=[C:56]([CH2:58][N:59]2[CH2:63][CH2:62][CH2:61][CH2:60]2)[CH:57]=1)[C:52](O)=[O:53])([CH3:48])([CH3:47])[CH3:46]. (2) Given the product [CH:1]1([C:7]([F:13])([F:14])[C:8]([OH:10])=[O:9])[CH2:2][CH2:3][CH2:4][CH2:5][CH2:6]1, predict the reactants needed to synthesize it. The reactants are: [CH:1]1([C:7]([F:14])([F:13])[C:8]([O:10]CC)=[O:9])[CH2:6][CH2:5][CH2:4][CH2:3][CH2:2]1.O1CCCC1.C(O)C.O.[OH-].[Li+]. (3) Given the product [OH:9][CH:7]1[CH2:6][NH:5][C@H:4]([C:3]([OH:10])=[O:2])[CH2:8]1, predict the reactants needed to synthesize it. The reactants are: C[O:2][C:3](=[O:10])[C@@H:4]1[CH2:8][CH:7]([OH:9])[CH2:6][NH:5]1.Cl[Si](C)(C)C. (4) Given the product [N+:1]([C:4]1[CH:5]=[C:6]([CH:10]=[C:11]([N+:13]([O-:15])=[O:14])[CH:12]=1)[C:7]([O:9][CH2:24][CH2:25][CH2:26][CH2:27][CH2:28][CH2:29][OH:30])=[O:8])([O-:3])=[O:2], predict the reactants needed to synthesize it. The reactants are: [N+:1]([C:4]1[CH:5]=[C:6]([CH:10]=[C:11]([N+:13]([O-:15])=[O:14])[CH:12]=1)[C:7]([OH:9])=[O:8])([O-:3])=[O:2].C(=O)([O-])O.[Na+].[I-].[Na+].Cl[CH2:24][CH2:25][CH2:26][CH2:27][CH2:28][CH2:29][OH:30]. (5) Given the product [Cl:1][C:2]1[C:3]([C:8]2[CH:19]=[CH:18][C:11]3[C:12]([NH:33][C:30]4[CH:31]=[CH:32][C:27]([S:24]([C:21]([F:23])([F:20])[F:22])(=[O:26])=[O:25])=[CH:28][CH:29]=4)=[N:13][S:14](=[O:16])(=[O:15])[C:10]=3[CH:9]=2)=[N:4][CH:5]=[CH:6][CH:7]=1, predict the reactants needed to synthesize it. The reactants are: [Cl:1][C:2]1[C:3]([C:8]2[CH:19]=[CH:18][C:11]3[C:12](O)=[N:13][S:14](=[O:16])(=[O:15])[C:10]=3[CH:9]=2)=[N:4][CH:5]=[CH:6][CH:7]=1.[F:20][C:21]([S:24]([C:27]1[CH:32]=[CH:31][C:30]([NH2:33])=[CH:29][CH:28]=1)(=[O:26])=[O:25])([F:23])[F:22]. (6) Given the product [CH3:1][CH:2]([C:16]([OH:18])=[O:17])[C:3]1[CH:4]=[CH:5][C:6]([CH2:9][CH:10]2[C:14](=[O:15])[CH2:13][CH2:12][CH2:11]2)=[CH:7][CH:8]=1, predict the reactants needed to synthesize it. The reactants are: [CH3:1][CH:2]([C:16]([O-:18])=[O:17])[C:3]1[CH:8]=[CH:7][C:6]([CH2:9][CH:10]2[C:14](=[O:15])[CH2:13][CH2:12][CH2:11]2)=[CH:5][CH:4]=1.O.O.[Na+].C(O)CC(O)C.C(O)C. (7) Given the product [CH3:18][C:19]1[CH:24]=[C:23]([CH3:25])[CH:22]=[C:21]([CH2:16][N:8]([CH2:7][CH2:6][N:3]([CH2:2][CH3:1])[CH2:4][CH3:5])[CH2:9][CH2:10][N:11]([CH2:14][CH3:15])[CH2:12][CH3:13])[C:20]=1[OH:26], predict the reactants needed to synthesize it. The reactants are: [CH3:1][CH2:2][N:3]([CH2:6][CH2:7][NH:8][CH2:9][CH2:10][N:11]([CH2:14][CH3:15])[CH2:12][CH3:13])[CH2:4][CH3:5].[CH2:16]=O.[CH3:18][C:19]1[CH:24]=[C:23]([CH3:25])[CH:22]=[CH:21][C:20]=1[OH:26]. (8) Given the product [F:45][CH:46]([F:64])[O:47][C:48]1[CH:63]=[CH:62][C:51]([O:52][C:53]2[CH:58]=[CH:57][C:56]([CH:59]([NH:61][C:42]([C:39]3([NH:38][C:36]([C:34]4[CH:33]=[N:32][CH:31]=[N:30][CH:35]=4)=[O:37])[CH2:40][CH2:41]3)=[O:44])[CH3:60])=[CH:55][CH:54]=2)=[CH:50][CH:49]=1, predict the reactants needed to synthesize it. The reactants are: C(N(CC)CC)C.CN(C(ON1N=NC2C=CC=CC1=2)=[N+](C)C)C.[B-](F)(F)(F)F.[N:30]1[CH:35]=[C:34]([C:36]([NH:38][C:39]2([C:42]([OH:44])=O)[CH2:41][CH2:40]2)=[O:37])[CH:33]=[N:32][CH:31]=1.[F:45][CH:46]([F:64])[O:47][C:48]1[CH:63]=[CH:62][C:51]([O:52][C:53]2[CH:58]=[CH:57][C:56]([CH:59]([NH2:61])[CH3:60])=[CH:55][CH:54]=2)=[CH:50][CH:49]=1. (9) The reactants are: [CH:1]1([NH:6][C:7]2[CH:8]=[CH:9][CH:10]=[C:11]3[C:15]=2[NH:14][C:13]([C:16]2[S:17][CH2:18][CH:19]([CH2:21][CH2:22][OH:23])[N:20]=2)=[CH:12]3)[CH2:5][CH2:4][CH2:3][CH2:2]1.[CH3:24][O-].[Na+]. Given the product [CH:1]1([NH:6][C:7]2[CH:8]=[CH:9][CH:10]=[C:11]3[C:15]=2[NH:14][C:13]([C:16]2[S:17][CH2:18][C@@H:19]([CH2:21][CH2:22][O:23][CH3:24])[N:20]=2)=[CH:12]3)[CH2:2][CH2:3][CH2:4][CH2:5]1, predict the reactants needed to synthesize it. (10) Given the product [C:1]([O:5][C:6]([N:8]1[CH2:9][CH2:10][CH:11]([N:14]([CH2:39][C:36]2[C:35]([CH3:41])=[CH:34][C:33]([Cl:32])=[CH:38][N:37]=2)[CH2:15][C:16]2[C:21]([C:22]([C:25]3[CH:30]=[CH:29][C:28]([F:31])=[CH:27][CH:26]=3)([CH3:24])[CH3:23])=[CH:20][CH:19]=[CH:18][N:17]=2)[CH2:12][CH2:13]1)=[O:7])([CH3:2])([CH3:3])[CH3:4], predict the reactants needed to synthesize it. The reactants are: [C:1]([O:5][C:6]([N:8]1[CH2:13][CH2:12][CH:11]([NH:14][CH2:15][C:16]2[C:21]([C:22]([C:25]3[CH:30]=[CH:29][C:28]([F:31])=[CH:27][CH:26]=3)([CH3:24])[CH3:23])=[CH:20][CH:19]=[CH:18][N:17]=2)[CH2:10][CH2:9]1)=[O:7])([CH3:4])([CH3:3])[CH3:2].[Cl:32][C:33]1[CH:34]=[C:35]([CH3:41])[C:36]([CH:39]=O)=[N:37][CH:38]=1.[BH-](OC(C)=O)(OC(C)=O)OC(C)=O.[Na+].